Dataset: Full USPTO retrosynthesis dataset with 1.9M reactions from patents (1976-2016). Task: Predict the reactants needed to synthesize the given product. (1) Given the product [F:31][C:32]1([F:37])[CH2:34][CH:33]1[CH2:35][O:1][C:2]1[CH:3]=[C:4]([C:8]2([C:25]3[CH:30]=[CH:29][N:28]=[CH:27][CH:26]=3)[C:16]3[C:11](=[N:12][CH:13]=[CH:14][CH:15]=3)[C:10]([NH2:17])=[N:9]2)[CH:5]=[CH:6][CH:7]=1, predict the reactants needed to synthesize it. The reactants are: [OH:1][C:2]1[CH:3]=[C:4]([C:8]2([C:25]3[CH:30]=[CH:29][N:28]=[CH:27][CH:26]=3)[C:16]3[C:11](=[N:12][CH:13]=[CH:14][CH:15]=3)[C:10]([NH:17]C(=O)OC(C)(C)C)=[N:9]2)[CH:5]=[CH:6][CH:7]=1.[F:31][C:32]1([F:37])[CH2:34][CH:33]1[CH2:35]O. (2) Given the product [O:1]=[C:2]1[CH:7]([N:8]2[CH2:16][C:15]3[C:10](=[CH:11][CH:12]=[C:13]([CH2:17][NH:18][C:19]([NH:20][C:21]4[CH:22]=[C:23]5[C:28](=[CH:29][CH:30]=4)[CH2:27][NH:26][CH2:25][CH2:24]5)=[O:38])[CH:14]=3)[C:9]2=[O:39])[CH2:6][CH2:5][C:4](=[O:40])[NH:3]1, predict the reactants needed to synthesize it. The reactants are: [O:1]=[C:2]1[CH:7]([N:8]2[CH2:16][C:15]3[C:10](=[CH:11][CH:12]=[C:13]([CH2:17][NH:18][C:19](=[O:38])[NH:20][C:21]4[CH:22]=[C:23]5[C:28](=[CH:29][CH:30]=4)[CH2:27][N:26](C(OC(C)(C)C)=O)[CH2:25][CH2:24]5)[CH:14]=3)[C:9]2=[O:39])[CH2:6][CH2:5][C:4](=[O:40])[NH:3]1.Cl. (3) Given the product [Cl:37][C:34]1[CH:35]=[CH:36][C:31]([CH:23]([C:24]2[CH:25]=[CH:26][C:27]([Cl:30])=[CH:28][CH:29]=2)[N:21]2[CH2:22][CH:19]([CH2:18][S:15]([NH:14][C:9]3[CH:8]=[C:7]([CH:12]=[C:11]([F:13])[CH:10]=3)[C:6]([OH:38])=[O:5])(=[O:16])=[O:17])[CH2:20]2)=[CH:32][CH:33]=1, predict the reactants needed to synthesize it. The reactants are: [OH-].[Li+].C([O:5][C:6](=[O:38])[C:7]1[CH:12]=[C:11]([F:13])[CH:10]=[C:9]([NH:14][S:15]([CH2:18][CH:19]2[CH2:22][N:21]([CH:23]([C:31]3[CH:36]=[CH:35][C:34]([Cl:37])=[CH:33][CH:32]=3)[C:24]3[CH:29]=[CH:28][C:27]([Cl:30])=[CH:26][CH:25]=3)[CH2:20]2)(=[O:17])=[O:16])[CH:8]=1)C.O1CCCC1.P([O-])([O-])(O)=O.[Na+].[Na+].